This data is from Full USPTO retrosynthesis dataset with 1.9M reactions from patents (1976-2016). The task is: Predict the reactants needed to synthesize the given product. (1) The reactants are: [Cl:1][C:2]1[C:18]([N+:19]([O-])=O)=[CH:17][C:5]([CH2:6][NH:7][C:8]([C:10]2([C:13]([F:16])([F:15])[F:14])[CH2:12][CH2:11]2)=[O:9])=[CH:4][C:3]=1[F:22]. Given the product [NH2:19][C:18]1[CH:17]=[C:5]([CH:4]=[C:3]([F:22])[C:2]=1[Cl:1])[CH2:6][NH:7][C:8]([C:10]1([C:13]([F:14])([F:15])[F:16])[CH2:11][CH2:12]1)=[O:9], predict the reactants needed to synthesize it. (2) Given the product [CH3:42][C@@H:40]1[CH2:41][N:36]([C:21]2[C:20]([CH2:19][OH:18])=[CH:34][C:24]3[C:25]([C:28]4[O:32][C:31](=[O:33])[NH:30][N:29]=4)=[N:26][O:27][C:23]=3[C:22]=2[F:35])[CH2:37][C@H:38]([CH3:43])[O:39]1, predict the reactants needed to synthesize it. The reactants are: [Si]([O:18][CH2:19][C:20]1[C:21]([N:36]2[CH2:41][C@H:40]([CH3:42])[O:39][C@H:38]([CH3:43])[CH2:37]2)=[C:22]([F:35])[C:23]2[O:27][N:26]=[C:25]([C:28]3[O:32][C:31](=[O:33])[NH:30][N:29]=3)[C:24]=2[CH:34]=1)(C(C)(C)C)(C1C=CC=CC=1)C1C=CC=CC=1.CCCC[N+](CCCC)(CCCC)CCCC.[F-].